Dataset: Forward reaction prediction with 1.9M reactions from USPTO patents (1976-2016). Task: Predict the product of the given reaction. (1) Given the reactants [CH3:1][C:2]([NH:4][CH2:5][CH2:6][C:7]1[C:11]2[CH:12]=[C:13]([O:16]C)[CH:14]=[CH:15][C:10]=2[NH:9][CH:8]=1)=[O:3].B(Br)(Br)Br, predict the reaction product. The product is: [OH:16][C:13]1[CH:12]=[C:11]2[C:10](=[CH:15][CH:14]=1)[NH:9][CH:8]=[C:7]2[CH2:6][CH2:5][NH:4][C:2](=[O:3])[CH3:1]. (2) Given the reactants Cl[C:2]1[N:20]=[C:5]2[C:6]([C:10]3[CH:15]=[CH:14][C:13]([S:16]([CH3:19])(=[O:18])=[O:17])=[CH:12][CH:11]=3)=[CH:7][CH:8]=[CH:9][N:4]2[N:3]=1.[C:21]([O:25][C:26]([N:28]1[CH2:33][CH2:32][C@H:31]([C:34]2[CH:39]=[CH:38][CH:37]=[C:36]([NH2:40])[CH:35]=2)[C@H:30]([OH:41])[CH2:29]1)=[O:27])([CH3:24])([CH3:23])[CH3:22].C1(P(C2CCCCC2)C2C=CC=CC=2C2C=CC=CC=2P(C2CCCCC2)C2CCCCC2)CCCCC1, predict the reaction product. The product is: [C:21]([O:25][C:26]([N:28]1[CH2:33][CH2:32][C@H:31]([C:34]2[CH:39]=[CH:38][CH:37]=[C:36]([NH:40][C:2]3[N:20]=[C:5]4[C:6]([C:10]5[CH:15]=[CH:14][C:13]([S:16]([CH3:19])(=[O:18])=[O:17])=[CH:12][CH:11]=5)=[CH:7][CH:8]=[CH:9][N:4]4[N:3]=3)[CH:35]=2)[C@H:30]([OH:41])[CH2:29]1)=[O:27])([CH3:24])([CH3:22])[CH3:23]. (3) Given the reactants [C:1]([O:5][C:6]([NH:8][CH:9]([C:14]1[CH:19]=[CH:18][CH:17]=[C:16]([Cl:20])[C:15]=1[Cl:21])[CH2:10][C:11](O)=[O:12])=[O:7])([CH3:4])([CH3:3])[CH3:2].C(N(CC)CC)C.ClC(OCC(C)C)=O.[BH4-].[Na+].C(=O)([O-])O.[Na+], predict the reaction product. The product is: [Cl:21][C:15]1[C:16]([Cl:20])=[CH:17][CH:18]=[CH:19][C:14]=1[CH:9]([NH:8][C:6](=[O:7])[O:5][C:1]([CH3:3])([CH3:2])[CH3:4])[CH2:10][CH2:11][OH:12]. (4) Given the reactants [CH:1]12[CH2:7][CH:4]([CH:5]=[CH:6]1)[CH2:3][CH:2]2[CH2:8][CH2:9][CH2:10][CH2:11][CH2:12][CH2:13][NH2:14].[CH:15]([C:17]1[CH:26]=[CH:25][C:24]([OH:27])=[C:23]2[C:18]=1[CH:19]=[CH:20][CH:21]=[N:22]2)=O, predict the reaction product. The product is: [CH:1]12[CH2:7][CH:4]([CH:5]=[CH:6]1)[CH2:3][CH:2]2[CH2:8][CH2:9][CH2:10][CH2:11][CH2:12][CH2:13][N:14]=[CH:15][C:17]1[CH:26]=[CH:25][C:24]([OH:27])=[C:23]2[C:18]=1[CH:19]=[CH:20][CH:21]=[N:22]2.